Dataset: Full USPTO retrosynthesis dataset with 1.9M reactions from patents (1976-2016). Task: Predict the reactants needed to synthesize the given product. (1) The reactants are: [C:1]([C:3]1[N:8]=[C:7]([CH2:9][CH2:10][C:11]([O:13][C:14]([CH3:17])([CH3:16])[CH3:15])=[O:12])[CH:6]=[CH:5][CH:4]=1)#[N:2].[F:18][C:19]1[CH:20]=[C:21]([SH:28])[C:22](=[CH:26][CH:27]=1)[C:23](O)=[O:24]. Given the product [F:18][C:19]1[CH:27]=[CH:26][C:22]2[C:23](=[O:24])[N:2]=[C:1]([C:3]3[N:8]=[C:7]([CH2:9][CH2:10][C:11]([O:13][C:14]([CH3:17])([CH3:16])[CH3:15])=[O:12])[CH:6]=[CH:5][CH:4]=3)[S:28][C:21]=2[CH:20]=1, predict the reactants needed to synthesize it. (2) Given the product [CH2:1]([NH:8][CH2:9][C@@H:11]1[CH2:14][C@H:13]([OH:15])[CH2:12]1)[C:2]1[CH:7]=[CH:6][CH:5]=[CH:4][CH:3]=1, predict the reactants needed to synthesize it. The reactants are: [CH2:1]([NH:8][C:9]([CH:11]1[CH2:14][C:13](=[O:15])[CH2:12]1)=O)[C:2]1[CH:7]=[CH:6][CH:5]=[CH:4][CH:3]=1.[H-].[H-].[H-].[H-].[Li+].[Al+3].[OH-].[Na+].O. (3) Given the product [CH3:1][O:2][C:3](=[O:29])[C:4]([CH:6]1[CH2:18][C:9]2[NH:10][C:11]3[CH:12]=[CH:13][C:14]([Cl:17])=[CH:15][C:16]=3[C:8]=2[CH2:7]1)([S:19]([C:22]1[CH:27]=[CH:26][CH:25]=[C:24]([N:36]2[CH2:40][CH2:39][CH2:38][CH2:37]2)[CH:23]=1)(=[O:21])=[O:20])[CH3:5], predict the reactants needed to synthesize it. The reactants are: [CH3:1][O:2][C:3](=[O:29])[C:4]([S:19]([C:22]1[CH:27]=[CH:26][CH:25]=[C:24](Br)[CH:23]=1)(=[O:21])=[O:20])([CH:6]1[CH2:18][C:9]2[NH:10][C:11]3[CH:12]=[CH:13][C:14]([Cl:17])=[CH:15][C:16]=3[C:8]=2[CH2:7]1)[CH3:5].CC([O-])(C)C.[Na+].[NH:36]1[CH2:40][CH2:39][CH2:38][CH2:37]1.C([O-])(O)=O.[Na+]. (4) Given the product [C:1]([CH:5]1[CH2:14][CH2:13][C:12]2[N:11]=[C:10]3[S:15][C:16]([C:18]4[O:19][C:20]([CH2:23][OH:26])=[CH:21][N:22]=4)=[CH:17][C:9]3=[CH:8][C:7]=2[CH2:6]1)([CH3:4])([CH3:3])[CH3:2], predict the reactants needed to synthesize it. The reactants are: [C:1]([CH:5]1[CH2:14][CH2:13][C:12]2[N:11]=[C:10]3[S:15][C:16]([C:18]4[O:19][C:20]([CH2:23]Cl)=[CH:21][N:22]=4)=[CH:17][C:9]3=[CH:8][C:7]=2[CH2:6]1)([CH3:4])([CH3:3])[CH3:2].C([O-])(O)=[O:26].[Na+].[BH4-].[Na+].